This data is from Full USPTO retrosynthesis dataset with 1.9M reactions from patents (1976-2016). The task is: Predict the reactants needed to synthesize the given product. (1) Given the product [CH2:17]([O:11][C:10]([C@@H:8]1[CH2:9][C@H:7]1[C:1]1[CH:6]=[CH:5][CH:4]=[CH:3][CH:2]=1)=[O:12])[CH3:18], predict the reactants needed to synthesize it. The reactants are: [C:1]1([C@@H:7]2[CH2:9][C@H:8]2[C:10]([OH:12])=[O:11])[CH:6]=[CH:5][CH:4]=[CH:3][CH:2]=1.ClC(O[CH2:17][CH3:18])=O. (2) Given the product [CH2:1]([O:3][C:4]([C:5]1[CH:10]=[CH:9][C:8]([C:20]2[CH:21]=[CH:22][C:17]([F:16])=[CH:18][CH:19]=2)=[C:7]([O:12][CH2:13][CH3:14])[CH:6]=1)=[O:15])[CH3:2], predict the reactants needed to synthesize it. The reactants are: [CH2:1]([O:3][C:4](=[O:15])[C:5]1[CH:10]=[CH:9][C:8](I)=[C:7]([O:12][CH2:13][CH3:14])[CH:6]=1)[CH3:2].[F:16][C:17]1[CH:22]=[CH:21][C:20](B(O)O)=[CH:19][CH:18]=1.[O-]P([O-])([O-])=O.[K+].[K+].[K+]. (3) Given the product [CH3:26][O:25][C:21](=[O:24])[CH2:22][CH2:23][N:9]1[C:8]2[CH:7]=[CH:6][CH:5]=[C:4]([CH:1]([CH3:3])[CH3:2])[C:13]=2[O:12][CH2:11][C:10]1=[O:14], predict the reactants needed to synthesize it. The reactants are: [CH:1]([C:4]1[C:13]2[O:12][CH2:11][C:10](=[O:14])[NH:9][C:8]=2[CH:7]=[CH:6][CH:5]=1)([CH3:3])[CH3:2].C(=O)([O-])[O-].[K+].[K+].[C:21]([O:25][CH3:26])(=[O:24])[CH:22]=[CH2:23].O. (4) Given the product [C:1]1([CH2:7][O:8][C:9]2[CH:14]=[CH:13][C:12]([C@@H:15]3[NH:19][C@H:18]([C:20]([OH:22])=[O:21])[CH2:17][CH2:16]3)=[CH:11][CH:10]=2)[CH:2]=[CH:3][CH:4]=[CH:5][CH:6]=1, predict the reactants needed to synthesize it. The reactants are: [C:1]1([CH2:7][O:8][C:9]2[CH:14]=[CH:13][C:12]([C@@H:15]3[NH:19][C@H:18]([C:20]([O:22]C)=[O:21])[CH2:17][CH2:16]3)=[CH:11][CH:10]=2)[CH:6]=[CH:5][CH:4]=[CH:3][CH:2]=1.CO.